Dataset: Forward reaction prediction with 1.9M reactions from USPTO patents (1976-2016). Task: Predict the product of the given reaction. (1) Given the reactants [CH3:1][C:2]1([CH3:20])[C@@H:7]([C:8]([O:10][CH3:11])=[O:9])[CH2:6][C:5](OS(C(F)(F)F)(=O)=O)=[CH:4][CH2:3]1.CC([O-])=O.[K+].[CH3:26][C:27]1([CH3:43])[C:31]([CH3:33])([CH3:32])[O:30][B:29]([B:29]2[O:30][C:31]([CH3:33])([CH3:32])[C:27]([CH3:43])([CH3:26])[O:28]2)[O:28]1.ClCl, predict the reaction product. The product is: [CH3:1][C:2]1([CH3:20])[C@@H:7]([C:8]([O:10][CH3:11])=[O:9])[CH2:6][C:5]([B:29]2[O:30][C:31]([CH3:33])([CH3:32])[C:27]([CH3:43])([CH3:26])[O:28]2)=[CH:4][CH2:3]1. (2) Given the reactants [F:1][C:2]1[CH:3]=[CH:4][C:5]([NH:11][CH:12]([CH3:14])[CH3:13])=[C:6]([CH:10]=1)[C:7]([OH:9])=O.CCN=C=NCCCN(C)C.C1C=CC2N(O)N=NC=2C=1.CCN(C(C)C)C(C)C.[CH3:45][C:46]([NH2:50])([C:48]#[CH:49])[CH3:47], predict the reaction product. The product is: [F:1][C:2]1[CH:3]=[CH:4][C:5]([NH:11][CH:12]([CH3:14])[CH3:13])=[C:6]([CH:10]=1)[C:7]([NH:50][C:46]([CH3:47])([C:48]#[CH:49])[CH3:45])=[O:9]. (3) Given the reactants [CH2:1]([O:3][C:4]([C:6]1[CH:7]=[C:8]2[C:13](=[CH:14][CH:15]=1)[N:12]=[CH:11][C:10]([S:16]([CH3:19])(=[O:18])=[O:17])=[C:9]2Cl)=[O:5])[CH3:2].[C:21]1(B(O)O)[CH:26]=[CH:25][CH:24]=[CH:23][CH:22]=1.C(=O)([O-])[O-].[Na+].[Na+], predict the reaction product. The product is: [CH2:1]([O:3][C:4]([C:6]1[CH:7]=[C:8]2[C:13](=[CH:14][CH:15]=1)[N:12]=[CH:11][C:10]([S:16]([CH3:19])(=[O:18])=[O:17])=[C:9]2[C:21]1[CH:26]=[CH:25][CH:24]=[CH:23][CH:22]=1)=[O:5])[CH3:2]. (4) Given the reactants [OH:1][C:2]1[CH:9]=[C:8]([OH:10])[CH:7]=[CH:6][C:3]=1[CH:4]=[O:5].Br[CH2:12][CH2:13][CH2:14][CH2:15][CH2:16][CH2:17][CH2:18][CH2:19][CH2:20][CH3:21].C(=O)([O-])O.[K+].[I-].[K+].Cl, predict the reaction product. The product is: [CH2:12]([O:10][C:8]1[CH:9]=[C:2]([OH:1])[C:3](=[CH:6][CH:7]=1)[CH:4]=[O:5])[CH2:13][CH2:14][CH2:15][CH2:16][CH2:17][CH2:18][CH2:19][CH2:20][CH3:21]. (5) Given the reactants [CH2:1]([O:3][CH2:4][CH2:5][CH:6]1[C:11](=[O:12])[NH:10][C:9](=[O:13])[NH:8][C:7]1=[O:14])[CH3:2].[OH-].[Na+].[Br:17]Br, predict the reaction product. The product is: [Br:17][C:6]1([CH2:5][CH2:4][O:3][CH2:1][CH3:2])[C:7](=[O:14])[NH:8][C:9](=[O:13])[NH:10][C:11]1=[O:12].